This data is from Human liver microsome stability data. The task is: Regression/Classification. Given a drug SMILES string, predict its absorption, distribution, metabolism, or excretion properties. Task type varies by dataset: regression for continuous measurements (e.g., permeability, clearance, half-life) or binary classification for categorical outcomes (e.g., BBB penetration, CYP inhibition). Dataset: hlm. (1) The drug is COc1ccc(CCN2C(=O)N(NS(C)(=O)=O)CC2c2ccc(C)cc2)cc1. The result is 1 (stable in human liver microsomes). (2) The drug is O=C(N[C@H](Cc1c[nH]c2ccccc12)C(=O)Nc1ccncc1)c1ccc(N2CCN(c3ccc(C(F)(F)F)cc3)CC2)cc1F. The result is 1 (stable in human liver microsomes). (3) The compound is C[C@@H]1CCCN1CCCOc1ccc(-c2ccc(=O)n(-c3ncccn3)n2)cc1. The result is 0 (unstable in human liver microsomes). (4) The molecule is CC(C)[C@H]1C(=O)C(=C2NS(=O)(=O)c3c(OCC#N)cccc32)C(=O)N1Cc1ccccc1. The result is 0 (unstable in human liver microsomes).